This data is from Full USPTO retrosynthesis dataset with 1.9M reactions from patents (1976-2016). The task is: Predict the reactants needed to synthesize the given product. (1) Given the product [Br:1][C:2]1[CH:3]=[C:4]([NH:9][S:11]([CH3:10])(=[O:13])=[O:12])[C:5]([CH3:8])=[N:6][CH:7]=1, predict the reactants needed to synthesize it. The reactants are: [Br:1][C:2]1[CH:3]=[C:4]([NH2:9])[C:5]([CH3:8])=[N:6][CH:7]=1.[CH3:10][S:11](Cl)(=[O:13])=[O:12]. (2) Given the product [P:4]([O-:8])([O-:7])([O-:6])=[O:5].[Ca+2:2].[P:4]([O-:8])([O-:7])([O-:6])=[O:5].[Ca+2:2].[Ca+2:2], predict the reactants needed to synthesize it. The reactants are: [OH-].[Ca+2:2].[OH-].[P:4](=[O:8])([OH:7])([OH:6])[OH:5]. (3) Given the product [Br:1][C:2]1[CH:3]=[CH:4][C:5]([C:8]([N:19]([CH3:20])[CH3:18])=[O:10])=[N:6][CH:7]=1, predict the reactants needed to synthesize it. The reactants are: [Br:1][C:2]1[CH:3]=[CH:4][C:5]([C:8]([OH:10])=O)=[N:6][CH:7]=1.C(Cl)(=O)C(Cl)=O.Cl.[CH3:18][NH:19][CH3:20].C(N(CC)CC)C. (4) Given the product [CH3:26][O:25][C:22]1[CH:21]=[CH:20][C:19]([CH2:18][O:17][C:13]2[CH:12]=[C:11]3[C:16](=[CH:15][CH:14]=2)[N:7]([CH2:6][CH2:5][C:4]([OH:28])=[O:3])[C:8](=[O:27])[CH2:9][CH2:10]3)=[CH:24][CH:23]=1, predict the reactants needed to synthesize it. The reactants are: C([O:3][C:4](=[O:28])[CH2:5][CH2:6][N:7]1[C:16]2[C:11](=[CH:12][C:13]([O:17][CH2:18][C:19]3[CH:24]=[CH:23][C:22]([O:25][CH3:26])=[CH:21][CH:20]=3)=[CH:14][CH:15]=2)[CH2:10][CH2:9][C:8]1=[O:27])C.[OH-].[Na+]. (5) The reactants are: FC(F)(F)C(O)=O.[N:8]([C:11]1[CH:77]=[CH:76][C:14]([CH2:15][O:16][C:17]([NH:19][CH2:20][CH2:21][CH2:22][C@@H:23]([NH:68]C(OC(C)(C)C)=O)[C:24]([O:26][C@H:27]2[C@@H:31]([OH:32])[C@H:30]([N:33]3[CH:41]=[N:40][C:39]4[C:34]3=[N:35][CH:36]=[N:37][C:38]=4[NH2:42])[O:29][C@H:28]2[CH2:43][O:44][P:45]([O:48][C@H:49]2[CH2:53][C@H:52]([N:54]3[CH:59]=[CH:58][C:57]([NH2:60])=[N:56][C:55]3=[O:61])[O:51][C@@H:50]2[CH2:62][O:63][P:64]([OH:67])([OH:66])=[O:65])([OH:47])=[O:46])=[O:25])=[O:18])=[CH:13][CH:12]=1)=[N+:9]=[N-:10]. Given the product [NH2:68][C@H:23]([CH2:22][CH2:21][CH2:20][NH:19][C:17]([O:16][CH2:15][C:14]1[CH:13]=[CH:12][C:11]([N:8]=[N+:9]=[N-:10])=[CH:77][CH:76]=1)=[O:18])[C:24]([O:26][C@H:27]1[C@@H:31]([OH:32])[C@H:30]([N:33]2[CH:41]=[N:40][C:39]3[C:34]2=[N:35][CH:36]=[N:37][C:38]=3[NH2:42])[O:29][C@H:28]1[CH2:43][O:44][P:45]([O:48][C@H:49]1[CH2:53][C@H:52]([N:54]2[CH:59]=[CH:58][C:57]([NH2:60])=[N:56][C:55]2=[O:61])[O:51][C@@H:50]1[CH2:62][O:63][P:64]([OH:67])([OH:66])=[O:65])([OH:47])=[O:46])=[O:25], predict the reactants needed to synthesize it. (6) Given the product [CH3:1][O:2][C:3](=[O:19])[C:4]1[CH:12]=[C:11]([N:13]2[CH2:17][CH2:16][CH2:15][C:14]2=[O:18])[CH:10]=[C:6]([C:7]([NH:29][CH2:26][CH2:27][CH3:28])=[O:9])[CH:5]=1, predict the reactants needed to synthesize it. The reactants are: [CH3:1][O:2][C:3](=[O:19])[C:4]1[CH:12]=[C:11]([N:13]2[CH2:17][CH2:16][CH2:15][C:14]2=[O:18])[CH:10]=[C:6]([C:7]([OH:9])=O)[CH:5]=1.C(Cl)(C(Cl)=O)=O.[CH2:26]([NH2:29])[CH2:27][CH3:28].